Dataset: Reaction yield outcomes from USPTO patents with 853,638 reactions. Task: Predict the reaction yield, written as a fraction of the theoretical maximum amount of product (1.0 means a 100% yield; for example, 0.34 means a 34% yield). (1) The reactants are [Cl:1][C:2]1[CH:24]=[C:23]([S:25]([CH3:28])(=[O:27])=[O:26])[CH:22]=[CH:21][C:3]=1[C:4]([C:6]1[C:15]2[C:10](=[CH:11][CH:12]=[C:13]([F:16])[CH:14]=2)[CH:9]=[C:8]([CH2:17][C:18]([OH:20])=[O:19])[CH:7]=1)=[O:5].[BH4-].[Na+]. The catalyst is CO. The product is [Cl:1][C:2]1[CH:24]=[C:23]([S:25]([CH3:28])(=[O:26])=[O:27])[CH:22]=[CH:21][C:3]=1[CH:4]([OH:5])[C:6]1[C:15]2[C:10](=[CH:11][CH:12]=[C:13]([F:16])[CH:14]=2)[CH:9]=[C:8]([CH2:17][C:18]([OH:20])=[O:19])[CH:7]=1. The yield is 0.540. (2) The reactants are C1CO[C:8]2[CH:7]=[CH:6][C:5]([NH:11][C:12]3[C:17]([F:18])=[CH:16][N:15]=[C:14]([NH:19][C:20]4[CH:25]=[CH:24][CH:23]=[C:22](O)[CH:21]=4)[N:13]=3)=[CH:4][C:3]=2[O:2]1.ClC1N=C(NC2C=CC=C(O)C=2)C(F)=CN=1.[S:43]1[C:47]2C=CC=CC=2[C:45](CN)=[CH:44]1. No catalyst specified. The product is [S:43]1[C:44]2[CH:45]=[CH:21][CH:22]=[CH:23][C:24]=2[C:25]([CH2:20][NH:19][C:14]2[N:13]=[C:12]([NH:11][C:5]3[CH:6]=[CH:7][CH:8]=[C:3]([OH:2])[CH:4]=3)[C:17]([F:18])=[CH:16][N:15]=2)=[CH:47]1. The yield is 0.530. (3) The reactants are [OH-].[K+].Cl.[NH2:4][C:5]1[N:6]=[CH:7][NH:8][C:9]=1[C:10]([NH2:12])=[O:11].[CH3:13]I. The catalyst is CN(C)C=O. The product is [NH2:4][C:5]1[N:6]([CH3:13])[CH:7]=[N:8][C:9]=1[C:10]([NH2:12])=[O:11]. The yield is 0.510. (4) The reactants are [F:1][C:2]1[C:3]([NH:13][C:14]2[CH:19]=[CH:18][C:17]([C:20]#[C:21][CH2:22][OH:23])=[CH:16][C:15]=2[F:24])=[C:4]([CH:9]=[CH:10][C:11]=1[F:12])[C:5]([O:7][CH3:8])=[O:6]. The catalyst is CCO.[Pd]. The product is [F:1][C:2]1[C:3]([NH:13][C:14]2[CH:19]=[CH:18][C:17]([CH2:20][CH2:21][CH2:22][OH:23])=[CH:16][C:15]=2[F:24])=[C:4]([CH:9]=[CH:10][C:11]=1[F:12])[C:5]([O:7][CH3:8])=[O:6]. The yield is 0.930. (5) The reactants are [Cl:1][C:2]1[CH:7]=[CH:6][CH:5]=[C:4]([F:8])[C:3]=1[C:9]1[S:10][CH:11]=[C:12]([C:14](OCC)=[O:15])[N:13]=1.[BH4-].[Li+]. The catalyst is CO. The product is [Cl:1][C:2]1[CH:7]=[CH:6][CH:5]=[C:4]([F:8])[C:3]=1[C:9]1[S:10][CH:11]=[C:12]([CH2:14][OH:15])[N:13]=1. The yield is 0.980. (6) The reactants are [CH2:1]([O:4][C:5]1[CH:14]=[CH:13][C:12]([O:15][CH3:16])=[CH:11][C:6]=1[CH2:7][N:8]=[N+]=[N-])[CH:2]=[CH2:3].C1(P(C2C=CC=CC=2)C2C=CC=CC=2)C=CC=CC=1.O. The catalyst is C1COCC1. The product is [CH2:1]([O:4][C:5]1[CH:14]=[CH:13][C:12]([O:15][CH3:16])=[CH:11][C:6]=1[CH2:7][NH2:8])[CH:2]=[CH2:3]. The yield is 0.550.